From a dataset of Forward reaction prediction with 1.9M reactions from USPTO patents (1976-2016). Predict the product of the given reaction. (1) Given the reactants C([CH2:3][C:4]1[C:5]([C:24]2[CH:29]=[CH:28][C:27]([CH3:30])=[CH:26][CH:25]=2)=[C:6]([CH2:15][NH:16]C(=O)OC(C)(C)C)[C:7]([CH2:11][CH:12]([CH3:14])[CH3:13])=[N:8][C:9]=1[CH3:10])#N.[OH-].[Na+].[C:33]([O:36]CC)(=[O:35])C.[C:47](O[C:47]([O:49][C:50]([CH3:53])([CH3:52])[CH3:51])=[O:48])([O:49][C:50]([CH3:53])([CH3:52])[CH3:51])=[O:48], predict the reaction product. The product is: [C:50]([O:49][C:47]([NH:16][CH2:15][C:6]1[C:5]([C:24]2[CH:25]=[CH:26][C:27]([CH3:30])=[CH:28][CH:29]=2)=[C:4]([CH2:3][C:33]([OH:36])=[O:35])[C:9]([CH3:10])=[N:8][C:7]=1[CH2:11][CH:12]([CH3:13])[CH3:14])=[O:48])([CH3:51])([CH3:52])[CH3:53]. (2) Given the reactants Br[C:2]1[CH:11]=[C:10]2[C:5]([N:6]=[CH:7][CH:8]=[N:9]2)=[C:4]([O:12][CH:13]2[CH2:18][CH2:17][CH:16]([N:19]3[C:27](=[O:28])[C:26]4[C:21](=[CH:22][CH:23]=[CH:24][CH:25]=4)[C:20]3=[O:29])[CH2:15][CH2:14]2)[CH:3]=1.Cl.[CH:31]12[CH2:37][CH:35]([O:36]1)[CH2:34][NH:33][CH2:32]2.C(=O)([O-])[O-].[Cs+].[Cs+].C1C=CC(P(C2C(C3C(P(C4C=CC=CC=4)C4C=CC=CC=4)=CC=C4C=3C=CC=C4)=C3C(C=CC=C3)=CC=2)C2C=CC=CC=2)=CC=1, predict the reaction product. The product is: [CH:35]12[CH2:37][CH:31]([O:36]1)[CH2:32][N:33]([C:2]1[CH:11]=[C:10]3[C:5]([N:6]=[CH:7][CH:8]=[N:9]3)=[C:4]([O:12][CH:13]3[CH2:18][CH2:17][CH:16]([N:19]4[C:27](=[O:28])[C:26]5[C:21](=[CH:22][CH:23]=[CH:24][CH:25]=5)[C:20]4=[O:29])[CH2:15][CH2:14]3)[CH:3]=1)[CH2:34]2. (3) Given the reactants [NH2:1][C:2]1[N:7]=[C:6]([S:8][CH2:9][C:10]2[CH:15]=[CH:14][CH:13]=[C:12]([F:16])[C:11]=2[F:17])[N:5]=[C:4](O)[CH:3]=1.N1C=CC=CC=1C.O=P(Cl)(Cl)[Cl:28], predict the reaction product. The product is: [Cl:28][C:4]1[N:5]=[C:6]([S:8][CH2:9][C:10]2[CH:15]=[CH:14][CH:13]=[C:12]([F:16])[C:11]=2[F:17])[N:7]=[C:2]([NH2:1])[CH:3]=1. (4) Given the reactants C([C:4]1[O:5][C:6]2[C:11]([C:12](=[O:15])[C:13]=1Br)=[CH:10][C:9](/C=C/C=C)=[CH:8][CH:7]=2)(=O)C.S.[Na], predict the reaction product. The product is: [O:5]1[C:6]2[C:11](=[CH:10][CH:9]=[CH:8][CH:7]=2)[C:12](=[O:15])[CH:13]=[CH:4]1. (5) The product is: [Br:1][C:2]1[CH:3]=[C:4]([CH3:12])[C:5]([C:6]([N:31]2[CH2:32][CH2:33][CH:28]([N:13]3[CH2:14][CH2:15][CH:16]([O:19][C:20](=[O:27])[C:21]4[CH:26]=[CH:25][CH:24]=[CH:23][CH:22]=4)[CH2:17][CH2:18]3)[CH2:29][CH2:30]2)=[O:8])=[C:9]([CH3:11])[CH:10]=1. Given the reactants [Br:1][C:2]1[CH:10]=[C:9]([CH3:11])[C:5]([C:6]([OH:8])=O)=[C:4]([CH3:12])[CH:3]=1.[N:13]1([CH:28]2[CH2:33][CH2:32][NH:31][CH2:30][CH2:29]2)[CH2:18][CH2:17][CH:16]([O:19][C:20](=[O:27])[C:21]2[CH:26]=[CH:25][CH:24]=[CH:23][CH:22]=2)[CH2:15][CH2:14]1, predict the reaction product. (6) Given the reactants [CH3:1][O:2][CH2:3][CH2:4][NH:5][C:6]1[CH:11]=[CH:10][C:9]([N+:12]([O-])=O)=[CH:8][CH:7]=1.[CH2:15]1COCC1, predict the reaction product. The product is: [CH3:1][O:2][CH2:3][CH2:4][N:5]([CH3:15])[C:6]1[CH:11]=[CH:10][C:9]([NH2:12])=[CH:8][CH:7]=1. (7) Given the reactants CC1(C)CC(CN)(C)CC(N)C1.[CH2:13]1[O:15][CH2:14]1.[OH:16][C:17]1[CH:22]=[CH:21][C:20]([C:23]([C:26]2[CH:31]=[CH:30][C:29]([OH:32])=[CH:28][CH:27]=2)([CH3:25])[CH3:24])=[CH:19][CH:18]=1.[C:33]([OH:44])(=O)[C:34]1C=C[C:34]([C:33]([OH:44])=O)=[CH:35][CH:35]=1.O=C=NC1CC(C)(C)CC(C)(CN=C=O)C1, predict the reaction product. The product is: [CH2:14]1[O:15][CH2:13]1.[OH:16][C:17]1[CH:18]=[CH:19][C:20]([C:23]([C:26]2[CH:27]=[CH:28][C:29]([OH:32])=[CH:30][CH:31]=2)([CH3:25])[CH3:24])=[CH:21][CH:22]=1.[CH2:33]1[O:44][CH:34]1[CH3:35].[OH:16][C:17]1[CH:18]=[CH:19][C:20]([C:23]([C:26]2[CH:27]=[CH:28][C:29]([OH:32])=[CH:30][CH:31]=2)([CH3:25])[CH3:24])=[CH:21][CH:22]=1. (8) Given the reactants [CH2:1]([N:19]([CH2:46][CH2:47][CH2:48][CH2:49][CH2:50][CH2:51][CH2:52][CH2:53][CH2:54][CH2:55][CH2:56][CH2:57][CH2:58][CH2:59][CH2:60][CH2:61][CH2:62][CH3:63])[C:20](=[O:45])[CH2:21][CH2:22][CH:23]([CH:25]1[C:41]2([CH3:42])[CH:28]([CH:29]3[CH:38]([CH2:39][CH2:40]2)[C:37]2([CH3:43])[CH:32]([CH2:33][CH:34]([OH:44])[CH2:35][CH2:36]2)[CH2:31][CH2:30]3)[CH2:27][CH2:26]1)[CH3:24])[CH2:2][CH2:3][CH2:4][CH2:5][CH2:6][CH2:7][CH2:8][CH2:9][CH2:10][CH2:11][CH2:12][CH2:13][CH2:14][CH2:15][CH2:16][CH2:17][CH3:18].[C:64](=O)([O:73]N1C(=O)CCC1=O)[O:65][N:66]1[C:70](=[O:71])[CH2:69][CH2:68][C:67]1=[O:72].C(N(CC)CC)C.C(#N)C, predict the reaction product. The product is: [O:72]=[C:67]1[CH2:68][CH2:69][C:70](=[O:71])[N:66]1[O:65][C:64](=[O:73])[O:44][CH:34]1[CH2:33][CH:32]2[C:37]([CH3:43])([CH:38]3[CH:29]([CH2:30][CH2:31]2)[CH:28]2[C:41]([CH3:42])([CH:25]([CH:23]([CH3:24])[CH2:22][CH2:21][C:20](=[O:45])[N:19]([CH2:1][CH2:2][CH2:3][CH2:4][CH2:5][CH2:6][CH2:7][CH2:8][CH2:9][CH2:10][CH2:11][CH2:12][CH2:13][CH2:14][CH2:15][CH2:16][CH2:17][CH3:18])[CH2:46][CH2:47][CH2:48][CH2:49][CH2:50][CH2:51][CH2:52][CH2:53][CH2:54][CH2:55][CH2:56][CH2:57][CH2:58][CH2:59][CH2:60][CH2:61][CH2:62][CH3:63])[CH2:26][CH2:27]2)[CH2:40][CH2:39]3)[CH2:36][CH2:35]1.